This data is from Full USPTO retrosynthesis dataset with 1.9M reactions from patents (1976-2016). The task is: Predict the reactants needed to synthesize the given product. The reactants are: [CH3:1][O:2][C:3]1[CH:8]=[CH:7][C:6]([C:9]2[CH:26]=[CH:25][C:12]3[CH2:13][CH2:14][N:15](C(OC(C)(C)C)=O)[CH2:16][CH2:17][C:11]=3[CH:10]=2)=[C:5]([O:27][CH2:28][C:29]2[CH:34]=[C:33]([CH3:35])[CH:32]=[CH:31][N:30]=2)[CH:4]=1.Cl. Given the product [CH3:1][O:2][C:3]1[CH:8]=[CH:7][C:6]([C:9]2[CH:26]=[CH:25][C:12]3[CH2:13][CH2:14][NH:15][CH2:16][CH2:17][C:11]=3[CH:10]=2)=[C:5]([O:27][CH2:28][C:29]2[CH:34]=[C:33]([CH3:35])[CH:32]=[CH:31][N:30]=2)[CH:4]=1, predict the reactants needed to synthesize it.